Dataset: Full USPTO retrosynthesis dataset with 1.9M reactions from patents (1976-2016). Task: Predict the reactants needed to synthesize the given product. (1) Given the product [F:8][C:9]1[CH:14]=[C:13]([F:15])[CH:12]=[CH:11][C:10]=1[N:16]1[N:17]=[C:2]([CH3:1])[C:4]([CH3:19])=[N+:5]1[O-:6], predict the reactants needed to synthesize it. The reactants are: [CH3:1][C:2](/[CH:4]=[N:5]/[OH:6])=O.Cl.[F:8][C:9]1[CH:14]=[C:13]([F:15])[CH:12]=[CH:11][C:10]=1[NH:16][NH2:17].N1C=CC=C[CH:19]=1. (2) Given the product [NH:19]1[C:18]([C:15]2[CH:16]=[C:17]3[C:12](=[CH:13][CH:14]=2)[NH:11][N:10]=[C:9]3[C:6]2[CH:7]=[CH:8][C:3]([S:2]([CH3:1])=[O:56])=[CH:4][CH:5]=2)=[N:22][CH:21]=[N:20]1, predict the reactants needed to synthesize it. The reactants are: [CH3:1][S:2][C:3]1[CH:8]=[CH:7][C:6]([C:9]2[C:17]3[C:12](=[CH:13][CH:14]=[C:15]([C:18]4[N:22]=[CH:21][N:20](C(C5C=CC=CC=5)(C5C=CC=CC=5)C5C=CC=CC=5)[N:19]=4)[CH:16]=3)[N:11](C3CCCCO3)[N:10]=2)=[CH:5][CH:4]=1.C(Cl)Cl.ClC1C=C(C=CC=1)C(OO)=[O:56]. (3) Given the product [CH3:1][C@H:2]1[CH2:7][CH2:6][CH2:5][C@@H:4]([CH3:8])[C:3]1=[N:11][OH:12].[CH3:1][C@H:2]1[CH2:7][CH2:6][CH2:5][C@H:4]([CH3:8])[C:3]1=[N:11][OH:12], predict the reactants needed to synthesize it. The reactants are: [CH3:1][CH:2]1[CH2:7][CH2:6][CH2:5][CH:4]([CH3:8])[C:3]1=O.Cl.[NH2:11][OH:12].C(O)C. (4) Given the product [Cl:1][C:2]1[CH:3]=[C:4]2[N:9]([CH:10]([CH2:13][CH3:14])[CH2:11][CH3:12])[C:20]([OH:21])=[N:8][C:5]2=[N:6][CH:7]=1, predict the reactants needed to synthesize it. The reactants are: [Cl:1][C:2]1[CH:3]=[C:4]([NH:9][CH:10]([CH2:13][CH3:14])[CH2:11][CH3:12])[C:5]([NH2:8])=[N:6][CH:7]=1.C1N=CN([C:20](N2C=NC=C2)=[O:21])C=1. (5) Given the product [CH:1]1([N:7]2[CH2:8][C:9](=[O:10])[N:11]=[C:15]2[C:16]2[CH:21]=[CH:20][CH:19]=[CH:18][CH:17]=2)[CH2:6][CH2:5][CH2:4][CH2:3][CH2:2]1, predict the reactants needed to synthesize it. The reactants are: [CH:1]1([NH:7][CH2:8][C:9]([NH2:11])=[O:10])[CH2:6][CH2:5][CH2:4][CH2:3][CH2:2]1.CCO[C:15](OCC)(OCC)[C:16]1[CH:21]=[CH:20][CH:19]=[CH:18][CH:17]=1. (6) The reactants are: C1(N)C(F)=C(F)C(F)=C(N)C=1F.[ClH:13].Cl.F[C@H]1[C@H](OC2C=CC=C3C=2N=CC=C3)CCNC1.[N:33]1[N:34]=[C:35]([C:42]2[CH:51]=[CH:50][C:49]3[C:44](=[C:45]([O:52][C@@H:53]4[CH2:58][CH2:57][NH:56][CH2:55][C@H:54]4[F:59])[CH:46]=[CH:47][CH:48]=3)[N:43]=2)[N:36]2[CH:41]=[CH:40][CH:39]=[CH:38][C:37]=12. Given the product [ClH:13].[ClH:13].[N:33]1[N:34]=[C:35]([C:42]2[CH:51]=[CH:50][C:49]3[C:44](=[C:45]([O:52][C@@H:53]4[CH2:58][CH2:57][NH:56][CH2:55][C@H:54]4[F:59])[CH:46]=[CH:47][CH:48]=3)[N:43]=2)[N:36]2[CH:41]=[CH:40][CH:39]=[CH:38][C:37]=12, predict the reactants needed to synthesize it. (7) Given the product [F:13][C:2]([F:1])([F:12])[C:3]1[CH:11]=[CH:10][CH:9]=[C:8]2[C:4]=1[CH2:5][CH2:6][NH:7]2, predict the reactants needed to synthesize it. The reactants are: [F:1][C:2]([F:13])([F:12])[C:3]1[CH:11]=[CH:10][CH:9]=[C:8]2[C:4]=1[CH:5]=[CH:6][NH:7]2.C([BH3-])#N.[Na+].O.[OH-].[Na+]. (8) Given the product [C:1]([C:5]1[N:10]=[C:9]([N:11]2[CH2:12][CH2:13][N:14]([CH2:21][CH2:22][CH2:23][Cl:24])[CH2:15][CH2:16]2)[CH:8]=[C:7]([CH:17]2[CH2:19][CH2:18]2)[N:6]=1)([CH3:4])([CH3:2])[CH3:3], predict the reactants needed to synthesize it. The reactants are: [C:1]([C:5]1[N:10]=[C:9]([N:11]2[CH2:16][CH2:15][NH:14][CH2:13][CH2:12]2)[CH:8]=[C:7]([CH:17]2[CH2:19][CH2:18]2)[N:6]=1)([CH3:4])([CH3:3])[CH3:2].Br[CH2:21][CH2:22][CH2:23][Cl:24].[OH-].[Na+].O. (9) Given the product [Br:1][C:2]1[C:3]([C:7](=[O:8])[NH2:9])=[N:4][N:5]([CH:21]2[CH2:26][CH2:25][N:24]([C:27]([O:29][C:30]([CH3:33])([CH3:32])[CH3:31])=[O:28])[CH2:23][CH2:22]2)[CH:6]=1, predict the reactants needed to synthesize it. The reactants are: [Br:1][C:2]1[C:3]([C:7]([NH2:9])=[O:8])=[N:4][NH:5][CH:6]=1.C(=O)([O-])[O-].[K+].[K+].CS(O[CH:21]1[CH2:26][CH2:25][N:24]([C:27]([O:29][C:30]([CH3:33])([CH3:32])[CH3:31])=[O:28])[CH2:23][CH2:22]1)(=O)=O.